Dataset: Catalyst prediction with 721,799 reactions and 888 catalyst types from USPTO. Task: Predict which catalyst facilitates the given reaction. (1) The catalyst class is: 121. Reactant: [Cl:1][C:2]1[CH:10]=[N:9][C:8]([CH2:11][C:12]2[CH:17]=[CH:16][CH:15]=[C:14]([Cl:18])[C:13]=2[F:19])=[CH:7][C:3]=1[C:4]([OH:6])=[O:5].S(Cl)(Cl)=O.[C:24]1(C)C=CC=CC=1. Product: [CH3:24][O:5][C:4](=[O:6])[C:3]1[CH:7]=[C:8]([CH2:11][C:12]2[CH:17]=[CH:16][CH:15]=[C:14]([Cl:18])[C:13]=2[F:19])[N:9]=[CH:10][C:2]=1[Cl:1]. (2) Reactant: O[O:2][S:3]([O-:5])=O.[K+].[CH2:7]([C:11]1([CH2:31][CH2:32][CH2:33][CH3:34])[CH2:17][N:16]([C:18]2[CH:23]=[CH:22][C:21]([O:24][CH3:25])=[CH:20][CH:19]=2)[C:15]2[CH:26]=[C:27]([F:30])[CH:28]=[CH:29][C:14]=2S[CH2:12]1)[CH2:8][CH2:9][CH3:10]. Product: [CH2:7]([C:11]1([CH2:31][CH2:32][CH2:33][CH3:34])[CH2:17][N:16]([C:18]2[CH:19]=[CH:20][C:21]([O:24][CH3:25])=[CH:22][CH:23]=2)[C:15]2[CH:26]=[C:27]([F:30])[CH:28]=[CH:29][C:14]=2[S:3](=[O:5])(=[O:2])[CH2:12]1)[CH2:8][CH2:9][CH3:10]. The catalyst class is: 799. (3) Reactant: [CH2:1]([CH:5]1[CH2:10][CH:9]([OH:11])[CH2:8][CH2:7][NH:6]1)[CH:2]([CH3:4])[CH3:3].C([O-])(O)=O.[Na+].[CH3:17][C:18]([O:21][C:22](O[C:22]([O:21][C:18]([CH3:20])([CH3:19])[CH3:17])=[O:23])=[O:23])([CH3:20])[CH3:19]. Product: [C:18]([O:21][C:22]([N:6]1[CH2:7][CH2:8][CH:9]([OH:11])[CH2:10][CH:5]1[CH2:1][CH:2]([CH3:4])[CH3:3])=[O:23])([CH3:20])([CH3:19])[CH3:17]. The catalyst class is: 1. (4) Reactant: [OH:1][CH:2]([C:16]1[CH:21]=[CH:20][C:19]([C:22]2[N:26]=[C:25]([C:27]3[C:31]([C:32]([F:35])([F:34])[F:33])=[C:30]([C:36]4[CH:41]=[CH:40][CH:39]=[CH:38][CH:37]=4)[O:29][N:28]=3)[O:24][N:23]=2)=[CH:18][CH:17]=1)[CH2:3][N:4]1[CH2:9][CH2:8][CH2:7][C@H:6]([CH2:10][C:11]([O:13]CC)=[O:12])[CH2:5]1.Cl. Product: [OH:1][CH:2]([C:16]1[CH:17]=[CH:18][C:19]([C:22]2[N:26]=[C:25]([C:27]3[C:31]([C:32]([F:35])([F:34])[F:33])=[C:30]([C:36]4[CH:41]=[CH:40][CH:39]=[CH:38][CH:37]=4)[O:29][N:28]=3)[O:24][N:23]=2)=[CH:20][CH:21]=1)[CH2:3][N:4]1[CH2:9][CH2:8][CH2:7][C@H:6]([CH2:10][C:11]([OH:13])=[O:12])[CH2:5]1. The catalyst class is: 10. (5) Reactant: O.NN.[O:4]=[C:5]1[C:18]2[CH2:17][CH2:16][CH2:15][CH2:14][C:13]=2[C:12]2[CH:11]=[CH:10][C:9]([N:19]3C(=O)C4C(C=CC=C4)C3=O)=[CH:8][C:7]=2[NH:6]1. Product: [NH2:19][C:9]1[CH:10]=[CH:11][C:12]2[C:13]3[CH2:14][CH2:15][CH2:16][CH2:17][C:18]=3[C:5](=[O:4])[NH:6][C:7]=2[CH:8]=1. The catalyst class is: 1. (6) Reactant: [CH3:1][C:2]1[CH:7]=[CH:6][C:5]([S:8]([O:11][CH2:12][CH:13]2[CH2:17][C:16]3[CH:18]=[CH:19][C:20]([OH:22])=[CH:21][C:15]=3[O:14]2)(=[O:10])=[O:9])=[CH:4][CH:3]=1.C(N(C(C)C)CC)(C)C.[F:32][C:33]([F:46])([F:45])[S:34](O[S:34]([C:33]([F:46])([F:45])[F:32])(=[O:36])=[O:35])(=[O:36])=[O:35]. Product: [CH3:1][C:2]1[CH:3]=[CH:4][C:5]([S:8]([O:11][CH2:12][CH:13]2[CH2:17][C:16]3[CH:18]=[CH:19][C:20]([O:22][S:34]([C:33]([F:46])([F:45])[F:32])(=[O:36])=[O:35])=[CH:21][C:15]=3[O:14]2)(=[O:10])=[O:9])=[CH:6][CH:7]=1. The catalyst class is: 4.